From a dataset of Forward reaction prediction with 1.9M reactions from USPTO patents (1976-2016). Predict the product of the given reaction. (1) Given the reactants CO[C:3](=[O:31])[C:4]1[CH:9]=[CH:8][C:7]([N:10]2[CH:14]=[C:13]([C:15]3[C:16]([C:24]4[CH:29]=[CH:28][C:27]([F:30])=[CH:26][CH:25]=4)=[N:17][O:18][C:19]=3[C:20]([F:23])([F:22])[F:21])[N:12]=[CH:11]2)=[CH:6][CH:5]=1.COC(=O)C1C=CC(N2C=C(C3[C:47]([C:55]4[CH:60]=[CH:59]C=CC=4)=[N:48]OC=3C(F)(F)F)N=C2)=CC=1, predict the reaction product. The product is: [CH:55]1([CH2:47][NH:48][C:3](=[O:31])[C:4]2[CH:9]=[CH:8][C:7]([N:10]3[CH:14]=[C:13]([C:15]4[C:16]([C:24]5[CH:29]=[CH:28][C:27]([F:30])=[CH:26][CH:25]=5)=[N:17][O:18][C:19]=4[C:20]([F:21])([F:23])[F:22])[N:12]=[CH:11]3)=[CH:6][CH:5]=2)[CH2:60][CH2:59]1. (2) Given the reactants [Cl:1][C:2]1[CH:3]=[C:4]([C@H:8]([O:22][CH2:23][C:24]([O:26]CC)=O)[C@@H:9]2[CH2:14][CH2:13][CH2:12][N:11]([C:15]([O:17][C:18]([CH3:21])([CH3:20])[CH3:19])=[O:16])[CH2:10]2)[CH:5]=[CH:6][CH:7]=1.[NH3:29].CO, predict the reaction product. The product is: [NH2:29][C:24](=[O:26])[CH2:23][O:22][C@@H:8]([C:4]1[CH:5]=[CH:6][CH:7]=[C:2]([Cl:1])[CH:3]=1)[C@@H:9]1[CH2:14][CH2:13][CH2:12][N:11]([C:15]([O:17][C:18]([CH3:21])([CH3:20])[CH3:19])=[O:16])[CH2:10]1. (3) Given the reactants [Cl:1][C:2]1[CH:3]=[C:4]([CH:21]=[CH:22][C:23]=1[N+:24]([O-])=O)[O:5][C:6]1[CH:7]=[CH:8][C:9]2[N:10]([CH:12]=[C:13]([NH:15][C:16]([CH:18]3[CH2:20][CH2:19]3)=[O:17])[N:14]=2)[CH:11]=1.[Cl-].[NH4+].C(O)C.O1CCCC1, predict the reaction product. The product is: [NH2:24][C:23]1[CH:22]=[CH:21][C:4]([O:5][C:6]2[CH:7]=[CH:8][C:9]3[N:10]([CH:12]=[C:13]([NH:15][C:16]([CH:18]4[CH2:20][CH2:19]4)=[O:17])[N:14]=3)[CH:11]=2)=[CH:3][C:2]=1[Cl:1]. (4) Given the reactants FC(F)(F)S(OC1C=C(F)C=CC=1[N+]([O-])=O)(=O)=O.COC1C=C2C(=CC=1)C=C([Sn](C)(C)C)CC2.[F:35][C:36]1[CH:37]=[CH:38][C:39]([N+:54]([O-])=O)=[C:40]([C:42]2[CH2:43][CH2:44][C:45]3[C:50]([CH:51]=2)=[CH:49][CH:48]=[C:47]([O:52][CH3:53])[CH:46]=3)[CH:41]=1, predict the reaction product. The product is: [F:35][C:36]1[CH:37]=[CH:38][C:39]([NH2:54])=[C:40]([CH:42]2[CH2:43][CH2:44][C:45]3[C:50](=[CH:49][CH:48]=[C:47]([O:52][CH3:53])[CH:46]=3)[CH2:51]2)[CH:41]=1. (5) Given the reactants Cl.[CH:2]1([N:5]([CH:19]2[CH2:24][CH2:23][NH:22][CH2:21][CH2:20]2)[C:6](=[O:18])[C:7]2[CH:12]=[CH:11][C:10]([C:13]3[O:17][CH:16]=[N:15][CH:14]=3)=[CH:9][CH:8]=2)[CH2:4][CH2:3]1.Cl[C:26]1[N:31]=[CH:30][C:29]([CH:32]2[CH2:34][CH2:33]2)=[CH:28][N:27]=1.C(N=P1(N(CC)CC)N(C)CCCN1C)(C)(C)C.CN1CCCC1=O, predict the reaction product. The product is: [CH:2]1([N:5]([CH:19]2[CH2:24][CH2:23][N:22]([C:26]3[N:31]=[CH:30][C:29]([CH:32]4[CH2:34][CH2:33]4)=[CH:28][N:27]=3)[CH2:21][CH2:20]2)[C:6](=[O:18])[C:7]2[CH:8]=[CH:9][C:10]([C:13]3[O:17][CH:16]=[N:15][CH:14]=3)=[CH:11][CH:12]=2)[CH2:4][CH2:3]1. (6) Given the reactants [N+:1]([C:4]1[CH:5]=[C:6]([CH:13]=[CH:14][C:15]=1[OH:16])[CH2:7][C@@H:8]([C:10]([OH:12])=[O:11])[NH2:9])([O-:3])=[O:2].[C:17]([O:21][C:22](O[C:22]([O:21][C:17]([CH3:20])([CH3:19])[CH3:18])=[O:23])=[O:23])([CH3:20])([CH3:19])[CH3:18], predict the reaction product. The product is: [C:17]([O:21][C:22]([NH:9][C@H:8]([C:10]([OH:12])=[O:11])[CH2:7][C:6]1[CH:13]=[CH:14][C:15]([OH:16])=[C:4]([N+:1]([O-:3])=[O:2])[CH:5]=1)=[O:23])([CH3:20])([CH3:19])[CH3:18]. (7) Given the reactants [H-].[Na+].[CH:3]1([CH2:6][OH:7])[CH2:5][CH2:4]1.[Cl:8][C:9]1[N:14]=[C:13](Cl)[CH:12]=[C:11]([CH2:16][O:17][CH2:18][C:19]([F:22])([F:21])[F:20])[N:10]=1.O, predict the reaction product. The product is: [Cl:8][C:9]1[N:14]=[C:13]([O:7][CH2:6][CH:3]2[CH2:5][CH2:4]2)[CH:12]=[C:11]([CH2:16][O:17][CH2:18][C:19]([F:22])([F:20])[F:21])[N:10]=1. (8) Given the reactants [CH3:1][NH:2][C:3]1[N:8]=[C:7]([N:9]2[CH2:14][CH2:13][N:12]([CH3:15])[CH2:11][CH2:10]2)[N:6]=[C:5]([N:16]2[CH2:21][CH2:20][CH:19]([C:22](O)=[O:23])[CH2:18][CH2:17]2)[N:4]=1.C(O)(C(F)(F)F)=O.[F:32][C:33]([F:43])([F:42])[C:34]1[CH:41]=[CH:40][CH:39]=[CH:38][C:35]=1[CH2:36][NH2:37].Cl.C(N=C=NCCCN(C)C)C, predict the reaction product. The product is: [CH3:1][NH:2][C:3]1[N:8]=[C:7]([N:9]2[CH2:14][CH2:13][N:12]([CH3:15])[CH2:11][CH2:10]2)[N:6]=[C:5]([N:16]2[CH2:17][CH2:18][CH:19]([C:22]([NH:37][CH2:36][C:35]3[CH:38]=[CH:39][CH:40]=[CH:41][C:34]=3[C:33]([F:32])([F:42])[F:43])=[O:23])[CH2:20][CH2:21]2)[N:4]=1.